This data is from Forward reaction prediction with 1.9M reactions from USPTO patents (1976-2016). The task is: Predict the product of the given reaction. Given the reactants [OH:1][C@H:2]([C@@H:31]([NH:39][C:40](=[O:63])[C@@H:41]([N:46]1[CH2:50][CH2:49][N:48]([CH2:51][C:52]2[CH:57]=[CH:56][CH:55]=[C:54]([C:58]([OH:61])([CH3:60])[CH3:59])[N:53]=2)[C:47]1=[O:62])[C:42]([CH3:45])([CH3:44])[CH3:43])[CH2:32][C:33]1[CH:38]=[CH:37][CH:36]=[CH:35][CH:34]=1)[CH2:3][C@H:4]([NH:18][C:19]([C@@H:21]([NH:26][C:27](=[O:30])[O:28][CH3:29])[C:22]([CH3:25])([CH3:24])[CH3:23])=[O:20])[CH2:5][C:6]1[CH:11]=[CH:10][C:9]([C:12]2[CH:17]=[CH:16][CH:15]=[CH:14][N:13]=2)=[CH:8][CH:7]=1.[C:64](O[C:64]([O:66][C:67]([CH3:70])([CH3:69])[CH3:68])=[O:65])([O:66][C:67]([CH3:70])([CH3:69])[CH3:68])=[O:65].C(OCC)(=O)C, predict the reaction product. The product is: [C:64](=[O:65])([O:1][C@H:2]([C@@H:31]([NH:39][C:40](=[O:63])[C@@H:41]([N:46]1[CH2:50][CH2:49][N:48]([CH2:51][C:52]2[CH:57]=[CH:56][CH:55]=[C:54]([C:58]([OH:61])([CH3:60])[CH3:59])[N:53]=2)[C:47]1=[O:62])[C:42]([CH3:43])([CH3:44])[CH3:45])[CH2:32][C:33]1[CH:34]=[CH:35][CH:36]=[CH:37][CH:38]=1)[CH2:3][C@H:4]([NH:18][C:19](=[O:20])[C@H:21]([C:22]([CH3:25])([CH3:24])[CH3:23])[NH:26][C:27]([O:28][CH3:29])=[O:30])[CH2:5][C:6]1[CH:7]=[CH:8][C:9]([C:12]2[CH:17]=[CH:16][CH:15]=[CH:14][N:13]=2)=[CH:10][CH:11]=1)[O:66][C:67]([CH3:70])([CH3:69])[CH3:68].